Predict the product of the given reaction. From a dataset of Forward reaction prediction with 1.9M reactions from USPTO patents (1976-2016). (1) Given the reactants [C:1]([O:5][C:6]([NH:8][CH:9]1[CH2:14][CH2:13][NH:12][CH2:11][CH2:10]1)=[O:7])([CH3:4])([CH3:3])[CH3:2].[C:15](#N)[CH3:16].CC[C:20]([C:22](Cl)=[O:23])=[O:21].C(=O)([O-])[OH:26].[Na+], predict the reaction product. The product is: [CH2:15]([O:26][C:20](=[O:21])[C:22]([N:12]1[CH2:11][CH2:10][CH:9]([NH:8][C:6]([O:5][C:1]([CH3:4])([CH3:2])[CH3:3])=[O:7])[CH2:14][CH2:13]1)=[O:23])[CH3:16]. (2) Given the reactants Cl.[NH2:2][C@:3]([CH3:26])([CH2:6][CH2:7][C:8]1[N:9]([CH3:25])[C:10]([C:13](=[O:24])[CH2:14][CH2:15][CH2:16][CH2:17][C:18]2[CH:23]=[CH:22][CH:21]=[CH:20][CH:19]=2)=[CH:11][CH:12]=1)[CH2:4][OH:5].[C:27](O[C:27]([O:29][C:30]([CH3:33])([CH3:32])[CH3:31])=[O:28])([O:29][C:30]([CH3:33])([CH3:32])[CH3:31])=[O:28].C(N(CC)CC)C, predict the reaction product. The product is: [C:30]([O:29][C:27]([NH:2][C@:3]([CH3:26])([CH2:6][CH2:7][C:8]1[N:9]([CH3:25])[C:10]([C:13](=[O:24])[CH2:14][CH2:15][CH2:16][CH2:17][C:18]2[CH:23]=[CH:22][CH:21]=[CH:20][CH:19]=2)=[CH:11][CH:12]=1)[CH2:4][OH:5])=[O:28])([CH3:33])([CH3:32])[CH3:31]. (3) Given the reactants Br[C:2]1[C:13](=[O:14])[N:12]([CH2:15][CH3:16])[C:5]2[N:6]=[C:7]([S:10][CH3:11])[N:8]=[CH:9][C:4]=2[CH:3]=1.[CH:17]1([NH:20][S:21]([C:24]2[CH:29]=[CH:28][C:27](B(O)O)=[C:26]([CH3:33])[CH:25]=2)(=[O:23])=[O:22])[CH2:19][CH2:18]1.P([O-])([O-])([O-])=O.[K+].[K+].[K+], predict the reaction product. The product is: [CH:17]1([NH:20][S:21]([C:24]2[CH:29]=[CH:28][C:27]([C:2]3[C:13](=[O:14])[N:12]([CH2:15][CH3:16])[C:5]4[N:6]=[C:7]([S:10][CH3:11])[N:8]=[CH:9][C:4]=4[CH:3]=3)=[C:26]([CH3:33])[CH:25]=2)(=[O:23])=[O:22])[CH2:19][CH2:18]1. (4) Given the reactants Br[C:2]1[C:3]([CH3:16])=[C:4]([CH3:15])[C:5]2[O:9][C:8]([CH2:11][OH:12])([CH3:10])[CH2:7][C:6]=2[C:13]=1[CH3:14].[CH:17]([C:20]1[CH:25]=[CH:24][C:23]([N:26]2[CH2:31][CH2:30][NH:29][CH2:28][CH2:27]2)=[CH:22][CH:21]=1)([CH3:19])[CH3:18], predict the reaction product. The product is: [CH3:10][C:8]1([CH2:11][OH:12])[CH2:7][C:6]2[C:13]([CH3:14])=[C:2]([N:29]3[CH2:30][CH2:31][N:26]([C:23]4[CH:24]=[CH:25][C:20]([CH:17]([CH3:19])[CH3:18])=[CH:21][CH:22]=4)[CH2:27][CH2:28]3)[C:3]([CH3:16])=[C:4]([CH3:15])[C:5]=2[O:9]1. (5) The product is: [C:1]([O:5][C:6]([N:8]1[CH2:13][CH2:12][CH:11]([N:14]2[CH:18]=[C:17]([C:19]3[CH:20]=[N:21][C:22]([NH2:34])=[C:23]([C:42]4[N:43]=[CH:44][C:45]5[C:40]([CH:41]=4)=[C:39]([CH3:54])[CH:38]=[CH:37][C:36]=5[F:35])[CH:24]=3)[CH:16]=[N:15]2)[CH2:10][CH2:9]1)=[O:7])([CH3:2])([CH3:3])[CH3:4]. Given the reactants [C:1]([O:5][C:6]([N:8]1[CH2:13][CH2:12][CH:11]([N:14]2[CH:18]=[C:17]([C:19]3[CH:20]=[N:21][C:22]([NH2:34])=[C:23](B4OC(C)(C)C(C)(C)O4)[CH:24]=3)[CH:16]=[N:15]2)[CH2:10][CH2:9]1)=[O:7])([CH3:4])([CH3:3])[CH3:2].[F:35][C:36]1[CH:37]=[CH:38][C:39]([CH3:54])=[C:40]2[C:45]=1[CH:44]=[N:43][C:42](OS(C(F)(F)F)(=O)=O)=[CH:41]2.O1CCOCC1.C([O-])([O-])=O.[Cs+].[Cs+].O, predict the reaction product. (6) Given the reactants [NH:1]1[CH2:6][CH2:5][NH:4][CH2:3][CH2:2]1.Cl[C:8]1[CH:13]=[CH:12][C:11]([C:14]([F:17])([F:16])[F:15])=[CH:10][N:9]=1, predict the reaction product. The product is: [F:15][C:14]([F:17])([F:16])[C:11]1[CH:12]=[CH:13][C:8]([N:1]2[CH2:6][CH2:5][NH:4][CH2:3][CH2:2]2)=[N:9][CH:10]=1. (7) Given the reactants [CH3:1][O:2][C:3]1[C:8]([O:9][CH3:10])=[CH:7][CH:6]=[CH:5][C:4]=1[CH2:11][CH2:12][CH2:13][C:14]([OH:16])=O, predict the reaction product. The product is: [CH3:1][O:2][C:3]1[C:8]([O:9][CH3:10])=[CH:7][CH:6]=[C:5]2[C:4]=1[CH2:11][CH2:12][CH2:13][C:14]2=[O:16]. (8) Given the reactants [CH:1]1([C:4]2[NH:8][C:7]3[CH:9]=[C:10]([C:14]4[C:15]([CH3:20])=[N:16][O:17][C:18]=4[CH3:19])[CH:11]=[C:12](I)[C:6]=3[N:5]=2)[CH2:3][CH2:2]1.[CH3:21][C:22]1[N:23]=[CH:24][NH:25][C:26]=1[CH3:27].COC1C2C(=C3C(=CC=2)C(OC)=CC=N3)N=CC=1.C(=O)([O-])[O-].[Cs+].[Cs+], predict the reaction product. The product is: [CH:1]1([C:4]2[NH:8][C:7]3[CH:9]=[C:10]([C:14]4[C:15]([CH3:20])=[N:16][O:17][C:18]=4[CH3:19])[CH:11]=[C:12]([N:23]4[C:22]([CH3:21])=[C:26]([CH3:27])[N:25]=[CH:24]4)[C:6]=3[N:5]=2)[CH2:3][CH2:2]1. (9) Given the reactants CN1CCCC1=O.[CH3:8][C:9]1[CH:14]=[CH:13][C:12]([N+:15]([O-:17])=[O:16])=[CH:11][C:10]=1[NH:18][C:19]1[N:24]=[C:23]([C:25]2[CH:26]=[N:27][CH:28]=[CH:29][CH:30]=2)[C:22](C(O)=O)=[CH:21][N:20]=1.N, predict the reaction product. The product is: [CH3:8][C:9]1[CH:14]=[CH:13][C:12]([N+:15]([O-:17])=[O:16])=[CH:11][C:10]=1[NH:18][C:19]1[N:24]=[C:23]([C:25]2[CH:26]=[N:27][CH:28]=[CH:29][CH:30]=2)[CH:22]=[CH:21][N:20]=1. (10) Given the reactants [CH2:1]([O:3][P:4]([C:9]([C:12]1[CH:17]=[CH:16][C:15]([CH2:18]Br)=[CH:14][CH:13]=1)([F:11])[F:10])(=[O:8])[O:5][CH2:6][CH3:7])[CH3:2].[C:20]1([C:26]2[CH:33]=[CH:32][C:29]([CH2:30][NH2:31])=[CH:28][CH:27]=2)[CH:25]=[CH:24][CH:23]=[CH:22][CH:21]=1.CCN([CH2:39][CH3:40])CC, predict the reaction product. The product is: [CH2:1]([O:3][P:4]([C:9]([C:12]1[CH:17]=[CH:16][C:15]([CH2:18][N:31]([CH2:30][C:29]2[CH:28]=[CH:27][C:26]([C:20]3[CH:21]=[CH:22][CH:23]=[CH:24][CH:25]=3)=[CH:33][CH:32]=2)[CH2:18][C:15]2[CH:14]=[CH:13][C:12]([C:9]([P:4]([O:8][CH2:39][CH3:40])([O:3][CH2:1][CH3:2])=[O:5])([F:10])[F:11])=[CH:17][CH:16]=2)=[CH:14][CH:13]=1)([F:11])[F:10])(=[O:8])[O:5][CH2:6][CH3:7])[CH3:2].